This data is from Full USPTO retrosynthesis dataset with 1.9M reactions from patents (1976-2016). The task is: Predict the reactants needed to synthesize the given product. (1) Given the product [Cl:35][C:36]1[CH:41]=[CH:40][C:39]([CH:42]2[CH2:43][CH2:44][N:45]([CH2:2][C:3]3[CH:16]=[N:15][C:6]4[N:7]([CH:12]([CH3:14])[CH3:13])[CH2:8][C:9](=[O:11])[NH:10][C:5]=4[CH:4]=3)[CH2:46][CH2:47]2)=[CH:38][CH:37]=1, predict the reactants needed to synthesize it. The reactants are: O[CH2:2][C:3]1[CH:16]=[N:15][C:6]2[N:7]([CH:12]([CH3:14])[CH3:13])[CH2:8][C:9](=[O:11])[NH:10][C:5]=2[CH:4]=1.[I-].C(C[P+](C)(C)C)#N.CCN(C(C)C)C(C)C.Cl.[Cl:35][C:36]1[CH:41]=[CH:40][C:39]([CH:42]2[CH2:47][CH2:46][NH:45][CH2:44][CH2:43]2)=[CH:38][CH:37]=1. (2) Given the product [CH2:36]([O:35][C:33]([N:29]1[CH2:30][CH2:31][C@@H:27]([NH:26][C:11]2[N:10]=[C:9]([NH2:8])[C:14]([C:15](=[O:16])[C:17]3[CH:22]=[C:21]([F:23])[CH:20]=[CH:19][C:18]=3[O:24][CH3:25])=[CH:13][N:12]=2)[CH2:28]1)=[O:34])[CH3:37], predict the reactants needed to synthesize it. The reactants are: FC(F)(F)C(O)=O.[NH2:8][C:9]1[C:14]([C:15]([C:17]2[CH:22]=[C:21]([F:23])[CH:20]=[CH:19][C:18]=2[O:24][CH3:25])=[O:16])=[CH:13][N:12]=[C:11]([NH:26][C@@H:27]2[CH2:31][CH2:30][NH:29][CH2:28]2)[N:10]=1.Cl[C:33]([O:35][CH2:36][CH3:37])=[O:34]. (3) Given the product [C:8]([OH:14])(=[O:32])[CH3:9].[Cl:1][C:2]1[NH:10][C:9]2[C:8](=[O:14])[N:7]([CH2:15][CH2:16][CH2:17][C:18]3[CH:22]=[N:21][NH:20][CH:19]=3)[C:6](=[O:23])[N:5]([CH2:24][CH2:25][CH2:26][CH2:27][CH3:28])[C:4]=2[N:3]=1, predict the reactants needed to synthesize it. The reactants are: [Cl:1][C:2]1[N:10](CC=C)[C:9]2[C:8](=[O:14])[N:7]([CH2:15][CH2:16][CH2:17][C:18]3[CH:19]=[N:20][NH:21][CH:22]=3)[C:6](=[O:23])[N:5]([CH2:24][CH2:25][CH2:26][CH2:27][CH3:28])[C:4]=2[N:3]=1.N1CC[O:32]CC1. (4) Given the product [Cl:1][C:2]1[N:7]=[C:6]([N:9]2[CH2:13][CH2:12][CH2:11][C:10]2=[O:14])[CH:5]=[CH:4][N:3]=1, predict the reactants needed to synthesize it. The reactants are: [Cl:1][C:2]1[N:7]=[C:6](Cl)[CH:5]=[CH:4][N:3]=1.[NH:9]1[CH2:13][CH2:12][CH2:11][C:10]1=[O:14].C(=O)([O-])[O-].[Cs+].[Cs+].C1(P(C2C=CC=CC=2)C2C=CC3C(=CC=CC=3)C=2C2C3C(=CC=CC=3)C=CC=2P(C2C=CC=CC=2)C2C=CC=CC=2)C=CC=CC=1. (5) Given the product [Cl:1][C:2]1[C:7]2[CH2:8][CH:9]([CH3:22])[N:10]3[C:15]([C:6]=2[CH:5]=[C:4]([O:23][CH3:24])[C:3]=1[O:25][CH3:26])=[CH:14][C:13](=[O:16])[C:12]([C:17]([O:19][CH2:20][CH3:21])=[O:18])=[CH:11]3, predict the reactants needed to synthesize it. The reactants are: [Cl:1][C:2]1[C:7]2[CH2:8][CH:9]([CH3:22])[N:10]3[CH:15]([C:6]=2[CH:5]=[C:4]([O:23][CH3:24])[C:3]=1[O:25][CH3:26])[CH2:14][C:13](=[O:16])[C:12]([C:17]([O:19][CH2:20][CH3:21])=[O:18])=[CH:11]3.C1(Cl)C(=O)C(Cl)=C(Cl)C(=O)C=1Cl. (6) Given the product [CH3:1][S:2]([O:14][CH2:13][C:11]1[CH:10]=[C:9]([CH2:15][O:16][CH2:17][C:18]([F:21])([F:19])[F:20])[N:8]=[C:7]([Cl:6])[N:12]=1)(=[O:4])=[O:3], predict the reactants needed to synthesize it. The reactants are: [CH3:1][S:2](Cl)(=[O:4])=[O:3].[Cl:6][C:7]1[N:12]=[C:11]([CH2:13][OH:14])[CH:10]=[C:9]([CH2:15][O:16][CH2:17][C:18]([F:21])([F:20])[F:19])[N:8]=1.C(N(CC)C(C)C)(C)C.S([O-])([O-])(=O)=O.[Na+].[Na+]. (7) The reactants are: [H-].[Na+].[CH3:3][O:4][C:5](=[O:20])[CH:6]([N:11]=CC1C=CC([Cl:19])=CC=1)[CH2:7][CH2:8][S:9][CH3:10].Br[CH2:22][CH2:23][C:24]1[CH:29]=[CH:28][CH:27]=[CH:26][CH:25]=1.Cl. Given the product [ClH:19].[CH3:3][O:4][C:5](=[O:20])[C:6]([NH2:11])([CH2:22][CH2:23][C:24]1[CH:29]=[CH:28][CH:27]=[CH:26][CH:25]=1)[CH2:7][CH2:8][S:9][CH3:10], predict the reactants needed to synthesize it. (8) Given the product [Br:19][CH2:22][C:21]([C:2]1[C:3]([CH3:11])=[C:4]([C:7]([F:10])=[CH:8][CH:9]=1)[C:5]#[N:6])=[O:20], predict the reactants needed to synthesize it. The reactants are: Br[C:2]1[C:3]([CH3:11])=[C:4]([C:7]([F:10])=[CH:8][CH:9]=1)[C:5]#[N:6].C1C(=O)N([Br:19])C(=O)C1.[O:20]1CCO[CH2:22][CH2:21]1. (9) Given the product [CH:1]1([N:7]2[C:8]3[C:9]4[CH:21]=[CH:20][N:19]([CH2:22][O:23][CH2:24][CH2:25][Si:26]([CH3:28])([CH3:27])[CH3:29])[C:10]=4[N:11]=[CH:12][C:13]=3[C:14](=[O:15])[N:16]=[CH:17]2)[CH2:2][CH2:3][CH2:4][CH2:5][CH2:6]1, predict the reactants needed to synthesize it. The reactants are: [CH:1]1([NH:7][C:8]2[C:13]([C:14]([NH:16][CH:17]=O)=[O:15])=[CH:12][N:11]=[C:10]3[N:19]([CH2:22][O:23][CH2:24][CH2:25][Si:26]([CH3:29])([CH3:28])[CH3:27])[CH:20]=[CH:21][C:9]=23)[CH2:6][CH2:5][CH2:4][CH2:3][CH2:2]1.[Cl-].[NH4+].